This data is from Forward reaction prediction with 1.9M reactions from USPTO patents (1976-2016). The task is: Predict the product of the given reaction. (1) Given the reactants [CH2:1]([O:8][C:9](=[O:31])[C@H:10]([CH2:16][CH2:17][CH2:18][CH2:19][NH:20][C:21]([O:23][CH2:24][C:25]1[CH:30]=[CH:29][CH:28]=[CH:27][CH:26]=1)=[O:22])[NH:11][CH2:12][CH:13]([CH3:15])[CH3:14])[C:2]1[CH:7]=[CH:6][CH:5]=[CH:4][CH:3]=1.[CH3:32][O:33][C:34]1[CH:39]=[CH:38][C:37]([S:40](Cl)(=[O:42])=[O:41])=[CH:36][CH:35]=1, predict the reaction product. The product is: [CH2:1]([O:8][C:9](=[O:31])[C@H:10]([CH2:16][CH2:17][CH2:18][CH2:19][NH:20][C:21]([O:23][CH2:24][C:25]1[CH:26]=[CH:27][CH:28]=[CH:29][CH:30]=1)=[O:22])[N:11]([CH2:12][CH:13]([CH3:15])[CH3:14])[S:40]([C:37]1[CH:36]=[CH:35][C:34]([O:33][CH3:32])=[CH:39][CH:38]=1)(=[O:42])=[O:41])[C:2]1[CH:3]=[CH:4][CH:5]=[CH:6][CH:7]=1. (2) Given the reactants [F:1][C:2]1[C:7]([F:8])=[CH:6][CH:5]=[CH:4][C:3]=1[C:9]1[N:17]=[C:12]2[CH:13]=[N:14][NH:15][CH:16]=[C:11]2[N:10]=1.Cl[CH2:19][C:20]1[O:24][N:23]=[C:22]([C:25]2[CH:26]=[N:27][C:28]([O:31][CH3:32])=[N:29][CH:30]=2)[CH:21]=1, predict the reaction product. The product is: [F:1][C:2]1[C:7]([F:8])=[CH:6][CH:5]=[CH:4][C:3]=1[C:9]1[N:17]=[C:12]2[CH:13]=[N:14][N:15]([CH2:19][C:20]3[O:24][N:23]=[C:22]([C:25]4[CH:30]=[N:29][C:28]([O:31][CH3:32])=[N:27][CH:26]=4)[CH:21]=3)[CH:16]=[C:11]2[N:10]=1. (3) Given the reactants [F-].[K+].CN1CCCC1.[Cl:9][C:10]1[CH:15]=[CH:14][N:13]=[C:12]2[N:16]([S:20]([C:23]3[CH:28]=[CH:27][C:26]([CH3:29])=[CH:25][CH:24]=3)(=[O:22])=[O:21])[CH:17]=[C:18](I)[C:11]=12.C[Si](C)(C)[C:32]([F:35])([F:34])[F:33], predict the reaction product. The product is: [Cl:9][C:10]1[CH:15]=[CH:14][N:13]=[C:12]2[N:16]([S:20]([C:23]3[CH:28]=[CH:27][C:26]([CH3:29])=[CH:25][CH:24]=3)(=[O:22])=[O:21])[CH:17]=[C:18]([C:32]([F:35])([F:34])[F:33])[C:11]=12. (4) Given the reactants Cl[C:2]1[CH:3]=[CH:4][C:5]2[NH:10][C:9](=[O:11])[CH2:8][N:7]([C:12]([NH:14][CH:15]([C:18]3[CH:23]=[CH:22][C:21]([O:24][C:25]([F:28])([F:27])[F:26])=[CH:20][CH:19]=3)[CH2:16][CH3:17])=[O:13])[C:6]=2[N:29]=1.[CH2:30](B1OC(C)(C)C(C)(C)O1)[C:31]1[CH:36]=[CH:35][CH:34]=[CH:33][CH:32]=1.COCCOC.C(=O)([O-])[O-].[Cs+].[Cs+], predict the reaction product. The product is: [CH2:30]([C:2]1[CH:3]=[CH:4][C:5]2[NH:10][C:9](=[O:11])[CH2:8][N:7]([C:12]([NH:14][CH:15]([C:18]3[CH:19]=[CH:20][C:21]([O:24][C:25]([F:28])([F:27])[F:26])=[CH:22][CH:23]=3)[CH2:16][CH3:17])=[O:13])[C:6]=2[N:29]=1)[C:31]1[CH:36]=[CH:35][CH:34]=[CH:33][CH:32]=1. (5) Given the reactants Br[C:2]1[C:10]2[N:9]3[CH2:11][CH2:12][CH2:13][NH:14][C:15](=[O:16])[C:8]3=[C:7]([CH3:17])[C:6]=2[CH:5]=[C:4]([C:18]#[N:19])[CH:3]=1.[F:20][C:21]1[CH:22]=[C:23](B(O)O)[CH:24]=[CH:25][C:26]=1[F:27], predict the reaction product. The product is: [F:20][C:21]1[CH:22]=[C:23]([C:2]2[C:10]3[N:9]4[CH2:11][CH2:12][CH2:13][NH:14][C:15](=[O:16])[C:8]4=[C:7]([CH3:17])[C:6]=3[CH:5]=[C:4]([C:18]#[N:19])[CH:3]=2)[CH:24]=[CH:25][C:26]=1[F:27]. (6) Given the reactants CS(Cl)(=O)=O.[Si]([O:13][CH2:14][C:15]([CH3:45])([CH3:44])[CH2:16][N:17]1[CH:26]=[C:25]([CH2:27]O)[C:24]2[C:19](=[CH:20][CH:21]=[C:22]([C:29]3[CH:30]=[C:31]([CH:38]=[C:39]([F:42])[C:40]=3[CH3:41])[C:32]([NH:34][CH:35]3[CH2:37][CH2:36]3)=[O:33])[CH:23]=2)[C:18]1=[O:43])(C(C)(C)C)(C)C.C(N(CC)CC)C.[CH3:53][C@H:54]1[NH:59][CH2:58][CH2:57][N:56](C(OC(C)(C)C)=O)[CH2:55]1, predict the reaction product. The product is: [CH:35]1([NH:34][C:32](=[O:33])[C:31]2[CH:30]=[C:29]([C:22]3[CH:23]=[C:24]4[C:19](=[CH:20][CH:21]=3)[C:18](=[O:43])[N:17]([CH2:16][C:15]([CH3:44])([CH3:45])[CH2:14][OH:13])[CH:26]=[C:25]4[CH2:27][N:59]3[CH2:58][CH2:57][NH:56][CH2:55][C@H:54]3[CH3:53])[C:40]([CH3:41])=[C:39]([F:42])[CH:38]=2)[CH2:37][CH2:36]1. (7) Given the reactants C[C:2]1([C:16]([O-:18])=[O:17])[CH:7]=[CH:6][N:5]2[NH:8][CH:9]=[C:10](C(OCC)=O)[C:4]2=[CH:3]1.[OH-].[Na+], predict the reaction product. The product is: [N:8]1[N:5]2[CH:6]=[CH:7][C:2]([C:16]([OH:18])=[O:17])=[CH:3][C:4]2=[CH:10][CH:9]=1. (8) The product is: [NH:1]1[C:5]2[CH:6]=[CH:7][C:8]([N:10]3[CH:21]([C:20]4[CH:23]=[CH:24][C:17]([N:14]5[CH2:15][CH2:16][C:12]([F:25])([F:11])[CH2:13]5)=[CH:18][CH:19]=4)[C:28](=[O:29])[CH2:27][C:26]3=[O:31])=[CH:9][C:4]=2[N:3]=[CH:2]1. Given the reactants [NH:1]1[C:5]2[CH:6]=[CH:7][C:8]([NH2:10])=[CH:9][C:4]=2[N:3]=[CH:2]1.[F:11][C:12]1([F:25])[CH2:16][CH2:15][N:14]([C:17]2[CH:24]=[CH:23][C:20]([CH:21]=O)=[CH:19][CH:18]=2)[CH2:13]1.[C:26](OC(C)(C)C)(=[O:31])[CH2:27][C:28]([O-])=[O:29].C(=O)(OC)OC(C)(C)C[N+]#[C-].CC(C)([O-])C.[Na+], predict the reaction product. (9) Given the reactants Cl[C:2]1[N:3]([CH2:25][CH:26]2[CH2:30][CH2:29][O:28][CH2:27]2)[C:4]2[C:9]([N:10]=1)=[C:8]([N:11]1[CH2:16][CH2:15][O:14][CH2:13][CH2:12]1)[N:7]=[C:6]([C:17]1[CH:18]=[N:19][C:20]([NH:23][CH3:24])=[N:21][CH:22]=1)[N:5]=2.[CH3:31][S:32]([N:35]1[CH2:40][CH2:39][NH:38][CH2:37][CH2:36]1)(=[O:34])=[O:33], predict the reaction product. The product is: [CH3:24][NH:23][C:20]1[N:19]=[CH:18][C:17]([C:6]2[N:5]=[C:4]3[C:9]([N:10]=[C:2]([N:38]4[CH2:39][CH2:40][N:35]([S:32]([CH3:31])(=[O:34])=[O:33])[CH2:36][CH2:37]4)[N:3]3[CH2:25][CH:26]3[CH2:30][CH2:29][O:28][CH2:27]3)=[C:8]([N:11]3[CH2:16][CH2:15][O:14][CH2:13][CH2:12]3)[N:7]=2)=[CH:22][N:21]=1. (10) The product is: [N+:22]([C:19]1[CH:20]=[CH:21][C:16]([CH:14]=[O:13])=[N:17][CH:18]=1)([O-:24])=[O:23]. Given the reactants [H-].C([Al+]CC(C)C)C(C)C.C([O:13][C:14]([C:16]1[CH:21]=[CH:20][C:19]([N+:22]([O-:24])=[O:23])=[CH:18][N:17]=1)=O)C, predict the reaction product.